Task: Binary Classification. Given a drug SMILES string, predict its activity (active/inactive) in a high-throughput screening assay against a specified biological target.. Dataset: HIV replication inhibition screening data with 41,000+ compounds from the AIDS Antiviral Screen (1) The molecule is COc1ccc(CSCc2cc(OC)c(OC)c(OC)c2)cc1. The result is 0 (inactive). (2) The molecule is Cc1c(O)nc2ccccc2c1O. The result is 0 (inactive).